From a dataset of Catalyst prediction with 721,799 reactions and 888 catalyst types from USPTO. Predict which catalyst facilitates the given reaction. (1) Reactant: [C:1]([O:5][C:6]([NH:8][CH2:9][CH2:10][CH2:11][C:12]1[CH:13]=[C:14]([NH:19]/[C:20](/[NH:32]C(=O)OCC2C=CC=CC=2)=[N:21]/C(=O)OCC2C=CC=CC=2)[C:15]([CH3:18])=[N:16][CH:17]=1)=[O:7])([CH3:4])([CH3:3])[CH3:2]. Product: [C:1]([O:5][C:6](=[O:7])[NH:8][CH2:9][CH2:10][CH2:11][C:12]1[CH:17]=[N:16][C:15]([CH3:18])=[C:14]([NH:19][C:20]([NH2:32])=[NH:21])[CH:13]=1)([CH3:3])([CH3:4])[CH3:2]. The catalyst class is: 105. (2) Product: [OH:27][C:21]1([C:22]2[S:26][CH:25]=[CH:24][CH:23]=2)[CH2:20][CH2:19][N:18]([CH:2]([CH3:15])[C:3]([C:5]2[CH:14]=[CH:13][C:8]3[NH:9][C:10](=[O:12])[S:11][C:7]=3[CH:6]=2)=[O:4])[CH2:17][CH2:16]1. Reactant: Br[CH:2]([CH3:15])[C:3]([C:5]1[CH:14]=[CH:13][C:8]2[NH:9][C:10](=[O:12])[S:11][C:7]=2[CH:6]=1)=[O:4].[CH2:16]1[C:21]([OH:27])([C:22]2[S:26][CH:25]=[CH:24][CH:23]=2)[CH2:20][CH2:19][NH:18][CH2:17]1.C(N(CC)CC)C. The catalyst class is: 3. (3) Reactant: [CH2:1]([C:3]([CH2:21][CH3:22])([C:7]1[CH:12]=[CH:11][CH:10]=[CH:9][C:8]=1[O:13][CH2:14][C:15]1[CH:20]=[CH:19][CH:18]=[CH:17][CH:16]=1)C(N)=O)[CH3:2].FC(F)(F)C(OI(C1C=CC=CC=1)OC(=O)C(F)(F)F)=O.C(#[N:46])C. Product: [CH2:1]([C:3]([CH2:21][CH3:22])([C:7]1[CH:12]=[CH:11][CH:10]=[CH:9][C:8]=1[O:13][CH2:14][C:15]1[CH:20]=[CH:19][CH:18]=[CH:17][CH:16]=1)[NH2:46])[CH3:2]. The catalyst class is: 6. (4) Reactant: C[O:2][C:3]1[CH:8]=[CH:7][C:6]([C:9]2[C:17]3[C:12](=[CH:13][CH:14]=[CH:15][CH:16]=3)[NH:11][C:10]=2[C:18]2[CH:23]=[CH:22][CH:21]=[CH:20][CH:19]=2)=[CH:5][CH:4]=1.B(Br)(Br)Br.CO. Product: [C:18]1([C:10]2[NH:11][C:12]3[C:17]([C:9]=2[C:6]2[CH:5]=[CH:4][C:3]([OH:2])=[CH:8][CH:7]=2)=[CH:16][CH:15]=[CH:14][CH:13]=3)[CH:19]=[CH:20][CH:21]=[CH:22][CH:23]=1. The catalyst class is: 34. (5) Reactant: [CH3:1][N:2]1[C:17]([CH2:18][CH2:19][CH2:20][C:21]([OH:23])=[O:22])=[N:16][C:4]2[CH:5]=[C:6]([N:9]([CH2:13][CH2:14]Cl)[CH2:10][CH2:11]Cl)[CH:7]=[CH:8][C:3]1=2.[OH2:24].Cl.[CH2:26]1O[CH2:27]1.[OH2:29].C([O-])(=O)C.[Na+]. Product: [CH2:26]([O:23][C:21](=[O:22])[CH2:20][CH2:19][CH2:18][C:17]1[N:2]([CH3:1])[C:3]2[CH:8]=[CH:7][C:6]([N:9]([CH2:13][CH2:14][OH:29])[CH2:10][CH2:11][OH:24])=[CH:5][C:4]=2[N:16]=1)[CH3:27]. The catalyst class is: 15.